Predict the reactants needed to synthesize the given product. From a dataset of Full USPTO retrosynthesis dataset with 1.9M reactions from patents (1976-2016). (1) Given the product [CH3:1][O:2][C:3]([C:5]1([C:8]2[CH:13]=[CH:12][C:11]3[O:14][CH:16]=[N:15][C:10]=3[CH:9]=2)[CH2:7][CH2:6]1)=[O:4], predict the reactants needed to synthesize it. The reactants are: [CH3:1][O:2][C:3]([C:5]1([C:8]2[CH:13]=[CH:12][C:11]([OH:14])=[C:10]([NH2:15])[CH:9]=2)[CH2:7][CH2:6]1)=[O:4].[CH:16](OC)(OC)OC. (2) Given the product [CH3:25][O:24][C:7]1[CH:6]=[CH:5][C:4]2[N:3]=[C:2]([NH:37][C:31]3[CH:32]=[N:33][C:34]4[CH2:35][CH2:36][N:27]([CH3:26])[CH2:28][C:29]=4[CH:30]=3)[C:11]3=[N:12][NH:13][CH:14]=[C:10]3[C:9]=2[CH:8]=1, predict the reactants needed to synthesize it. The reactants are: Cl[C:2]1[C:11]2=[N:12][N:13](CC3C=CC(OC)=CC=3)[CH:14]=[C:10]2[C:9]2[CH:8]=[C:7]([O:24][CH3:25])[CH:6]=[CH:5][C:4]=2[N:3]=1.[CH3:26][N:27]1[CH2:36][CH2:35][C:34]2[N:33]=[CH:32][C:31]([NH2:37])=[CH:30][C:29]=2[CH2:28]1.Cl. (3) Given the product [CH2:30]([O:29][C:23]1[CH:22]=[C:21]2[C:26]([C:17]([O:16][C:13]3[CH:14]=[CH:15][C:10]([NH:9][C:8]([NH:40][CH3:39])=[O:7])=[C:11]([Cl:37])[CH:12]=3)=[CH:18][CH:19]=[N:20]2)=[CH:25][C:24]=1[C:27]#[N:28])[C:31]1[CH:36]=[CH:35][CH:34]=[CH:33][CH:32]=1, predict the reactants needed to synthesize it. The reactants are: C1([O:7][C:8](=O)[NH:9][C:10]2[CH:15]=[CH:14][C:13]([O:16][C:17]3[C:26]4[C:21](=[CH:22][C:23]([O:29][CH2:30][C:31]5[CH:36]=[CH:35][CH:34]=[CH:33][CH:32]=5)=[C:24]([C:27]#[N:28])[CH:25]=4)[N:20]=[CH:19][CH:18]=3)=[CH:12][C:11]=2[Cl:37])C=CC=CC=1.[CH3:39][N:40](C)C=O.CN.O1CCCC1. (4) Given the product [C:13]1([C:7]2[CH:6]=[C:5]3[C:10]([CH:11]=[CH:12][C:3]([OH:2])=[CH:4]3)=[CH:9][CH:8]=2)[CH:18]=[CH:17][CH:16]=[CH:15][CH:14]=1, predict the reactants needed to synthesize it. The reactants are: C[O:2][C:3]1[CH:12]=[CH:11][C:10]2[C:5](=[CH:6][C:7]([C:13]3[CH:18]=[CH:17][CH:16]=[CH:15][CH:14]=3)=[CH:8][CH:9]=2)[CH:4]=1.Cl.N1C=CC=CC=1.